This data is from Full USPTO retrosynthesis dataset with 1.9M reactions from patents (1976-2016). The task is: Predict the reactants needed to synthesize the given product. (1) Given the product [CH3:5][CH:6]1[CH2:11][C:10](=[O:12])[CH2:9][CH2:8][N:7]1[C:13]([O:14][C:15]([CH3:18])([CH3:17])[CH3:16])=[O:19], predict the reactants needed to synthesize it. The reactants are: C(O)(=O)C.[CH3:5][CH:6]1[CH2:11][C:10](=[O:12])[CH2:9][CH2:8][NH:7]1.[C:13](=O)([O:19]C(C)(C)C)[O:14][C:15]([CH3:18])([CH3:17])[CH3:16]. (2) Given the product [CH2:6]([N:13]1[C:18](=[O:19])[C:17]2=[C:20]([Cl:23])[CH:21]=[CH:22][N:16]2[N:15]=[C:14]1[CH:24]([CH:1]1[CH2:3][CH2:2]1)[OH:25])[C:7]1[CH:12]=[CH:11][CH:10]=[CH:9][CH:8]=1, predict the reactants needed to synthesize it. The reactants are: [CH:1]1([Mg]Br)[CH2:3][CH2:2]1.[CH2:6]([N:13]1[C:18](=[O:19])[C:17]2=[C:20]([Cl:23])[CH:21]=[CH:22][N:16]2[N:15]=[C:14]1[CH:24]=[O:25])[C:7]1[CH:12]=[CH:11][CH:10]=[CH:9][CH:8]=1.